Dataset: Catalyst prediction with 721,799 reactions and 888 catalyst types from USPTO. Task: Predict which catalyst facilitates the given reaction. (1) Reactant: Cl[CH2:2][C:3]([NH:5][C:6]1[CH:11]=[CH:10][CH:9]=[C:8]([C:12]2[C:21]3[C:16](=[CH:17][C:18]([O:27][CH3:28])=[C:19]4[O:24][C:23]([CH3:26])([CH3:25])[CH2:22][C:20]4=3)[CH2:15][C:14]([CH3:30])([CH3:29])[N:13]=2)[CH:7]=1)=[O:4].[Na].[CH3:32][SH:33].O. Product: [CH3:32][S:33][CH2:2][C:3]([NH:5][C:6]1[CH:11]=[CH:10][CH:9]=[C:8]([C:12]2[C:21]3[C:16](=[CH:17][C:18]([O:27][CH3:28])=[C:19]4[O:24][C:23]([CH3:26])([CH3:25])[CH2:22][C:20]4=3)[CH2:15][C:14]([CH3:30])([CH3:29])[N:13]=2)[CH:7]=1)=[O:4]. The catalyst class is: 9. (2) Reactant: C([O:4][CH2:5][CH:6]([O:41]C(=O)C)[CH2:7][CH2:8][CH:9]1[C:18]2[C:14]3=[C:15]([C:19](=[O:23])[N:20]([CH3:22])[CH:21]=[C:13]3[C:12]3[CH:24]=[C:25]([CH2:28][S:29]([CH3:32])(=[O:31])=[O:30])[CH:26]=[CH:27][C:11]=3[N:10]1[C:33]1[CH:38]=[CH:37][C:36]([F:39])=[CH:35][C:34]=1[F:40])[NH:16][CH:17]=2)(=O)C.[OH-].[Li+].O. Product: [F:40][C:34]1[CH:35]=[C:36]([F:39])[CH:37]=[CH:38][C:33]=1[N:10]1[CH:9]([CH2:8][CH2:7][CH:6]([OH:41])[CH2:5][OH:4])[C:18]2[C:14]3=[C:15]([C:19](=[O:23])[N:20]([CH3:22])[CH:21]=[C:13]3[C:12]3[CH:24]=[C:25]([CH2:28][S:29]([CH3:32])(=[O:30])=[O:31])[CH:26]=[CH:27][C:11]1=3)[NH:16][CH:17]=2. The catalyst class is: 7. (3) The catalyst class is: 5. Product: [F:27][C:22]1[CH:23]=[CH:24][CH:25]=[CH:26][C:21]=1[C:7]1[CH:8]=[N:9][CH:10]=[C:11]([NH:12][C:13]2[CH:18]=[CH:17][C:16]([I:19])=[CH:15][C:14]=2[F:20])[C:6]=1[C:5]([OH:28])=[O:4]. Reactant: [OH-].[Na+].C[O:4][C:5](=[O:28])[C:6]1[C:11]([NH:12][C:13]2[CH:18]=[CH:17][C:16]([I:19])=[CH:15][C:14]=2[F:20])=[CH:10][N:9]=[CH:8][C:7]=1[C:21]1[CH:26]=[CH:25][CH:24]=[CH:23][C:22]=1[F:27].